Predict which catalyst facilitates the given reaction. From a dataset of Catalyst prediction with 721,799 reactions and 888 catalyst types from USPTO. (1) Reactant: CO.[F:3][C:4]1[CH:9]=[CH:8][C:7]([F:10])=[CH:6][C:5]=1[C@H:11]1[CH2:15][CH2:14][CH2:13][N:12]1[C:16]1[CH:17]=[CH:18][C:19]2[N:20]([C:22]([NH:25][C:26]([N:28]3[CH2:32][CH2:31][C@H:30]([OH:33])[CH2:29]3)=[O:27])=[CH:23][N:24]=2)[N:21]=1.[ClH:34]. Product: [ClH:34].[F:3][C:4]1[CH:9]=[CH:8][C:7]([F:10])=[CH:6][C:5]=1[C@H:11]1[CH2:15][CH2:14][CH2:13][N:12]1[C:16]1[CH:17]=[CH:18][C:19]2[N:20]([C:22]([NH:25][C:26]([N:28]3[CH2:32][CH2:31][C@H:30]([OH:33])[CH2:29]3)=[O:27])=[CH:23][N:24]=2)[N:21]=1. The catalyst class is: 12. (2) Reactant: [CH3:1][C@H:2]([NH:6][C:7]([O:9][C:10]([CH3:13])([CH3:12])[CH3:11])=[O:8])[C:3]([OH:5])=[O:4].ON1[C:19]2[CH:20]=[CH:21][CH:22]=[CH:23][C:18]=2N=N1.CNC.[O:27]1[CH2:31]C[CH2:29][CH2:28]1.Cl.[O:33]1CCOC[CH2:34]1.C[N:40]([CH3:43])[CH:41]=[O:42]. Product: [CH3:19][CH:18]([C@H:43]([NH:40][C:41]([O:9][C:10]([CH3:11])([CH3:12])[CH3:13])=[O:42])[C:31]([OH:27])=[O:33])[CH3:23].[CH3:28][CH2:29][C@@H:1]([C@H:2]([NH:6][C:7]([O:9][C:10]([CH3:12])([CH3:11])[CH3:13])=[O:8])[C:3]([OH:5])=[O:4])[CH3:34].[CH3:13][C:10]([O:9][C:7]([NH:6][C@H:2]([C:3]([OH:5])=[O:4])[CH2:1][C:18]1[CH:23]=[CH:22][CH:21]=[CH:20][CH:19]=1)=[O:8])([CH3:12])[CH3:11]. The catalyst class is: 6.